Predict which catalyst facilitates the given reaction. From a dataset of Catalyst prediction with 721,799 reactions and 888 catalyst types from USPTO. (1) Reactant: [Cl:1][C:2]1[CH:3]=[CH:4][C:5]([NH:8][C:9](=[O:25])[C:10]2[CH:15]=[C:14]([F:16])[CH:13]=[CH:12][C:11]=2[NH:17][CH2:18][CH:19]2[CH2:24][CH2:23][NH:22][CH2:21][CH2:20]2)=[N:6][CH:7]=1.Cl[C:27]1[CH:32]=[CH:31][N:30]=[C:29]([C:33]([OH:35])=[O:34])[CH:28]=1.C(N(CC)CC)C. Product: [C:33]([C:29]1[CH:28]=[C:27]([N:22]2[CH2:21][CH2:20][CH:19]([CH2:18][NH:17][C:11]3[CH:12]=[CH:13][C:14]([F:16])=[CH:15][C:10]=3[C:9]([NH:8][C:5]3[CH:4]=[CH:3][C:2]([Cl:1])=[CH:7][N:6]=3)=[O:25])[CH2:24][CH2:23]2)[CH:32]=[CH:31][N:30]=1)([OH:35])=[O:34]. The catalyst class is: 8. (2) Reactant: [Cl:1][C:2]1[C:7]([OH:8])=[CH:6][CH:5]=[CH:4][C:3]=1[OH:9].C(=O)([O-])[O-].[K+].[K+].[CH3:16][CH:17]([Si:19](Cl)([CH:23]([CH3:25])[CH3:24])[CH:20]([CH3:22])[CH3:21])[CH3:18]. Product: [Cl:1][C:2]1[C:7]([O:8][Si:19]([CH:23]([CH3:25])[CH3:24])([CH:20]([CH3:22])[CH3:21])[CH:17]([CH3:18])[CH3:16])=[CH:6][CH:5]=[CH:4][C:3]=1[OH:9]. The catalyst class is: 23. (3) Reactant: S(=O)(=O)(O)O.O=[C:7]([CH3:25])[CH2:8][NH:9][C:10](=[O:24])[C:11]([NH:13][C:14]1[CH:19]=[CH:18][CH:17]=[C:16]([C:20]([F:23])([F:22])[F:21])[CH:15]=1)=[O:12]. Product: [CH3:25][C:7]1[N:13]([C:14]2[CH:19]=[CH:18][CH:17]=[C:16]([C:20]([F:23])([F:22])[F:21])[CH:15]=2)[C:11](=[O:12])[C:10](=[O:24])[NH:9][CH:8]=1. The catalyst class is: 6.